This data is from Full USPTO retrosynthesis dataset with 1.9M reactions from patents (1976-2016). The task is: Predict the reactants needed to synthesize the given product. (1) Given the product [C:4]([O-:8])(=[O:3])[CH3:5].[NH4+:7].[OH:13][C:11]1[CH:12]=[C:5]([CH:6]=[CH:9][CH:10]=1)[CH:4]=[O:8], predict the reactants needed to synthesize it. The reactants are: C([O:3][C:4](=[O:8])[CH2:5][C:6]#[N:7])C.[CH3:9][C:10](C)(C)[C:11](=[O:13])[CH3:12]. (2) Given the product [CH2:7]([N:6]([CH2:5][C:4]([OH:3])=[O:14])[C:15](=[O:19])[CH:16]([CH3:18])[CH3:17])[C:8]1[CH:9]=[CH:10][CH:11]=[CH:12][CH:13]=1.[CH2:1]([O:3][C:4](=[O:14])[CH2:5][N:6]([CH2:7][C:8]1[CH:13]=[CH:12][CH:11]=[CH:10][CH:9]=1)[C:15](=[O:19])[CH:16]([CH3:18])[CH3:17])[CH3:2], predict the reactants needed to synthesize it. The reactants are: [CH2:1]([O:3][C:4](=[O:14])[CH2:5][NH:6][CH2:7][C:8]1[CH:13]=[CH:12][CH:11]=[CH:10][CH:9]=1)[CH3:2].[C:15](Cl)(=[O:19])[CH:16]([CH3:18])[CH3:17].